Dataset: Forward reaction prediction with 1.9M reactions from USPTO patents (1976-2016). Task: Predict the product of the given reaction. Given the reactants Cl[C:2]1[CH:3]=[CH:4][C:5]2[N:6]([C:8]([CH2:11][C:12]3[CH:13]=[C:14]4[C:18](=[CH:19][C:20]=3[F:21])[N:17]([CH3:22])[N:16]=[CH:15]4)=[CH:9][N:10]=2)[N:7]=1.[CH2:23]([Sn](CCCC)(CCCC)C=C)[CH2:24]CC, predict the reaction product. The product is: [F:21][C:20]1[CH:19]=[C:18]2[C:14]([CH:15]=[N:16][N:17]2[CH3:22])=[CH:13][C:12]=1[CH2:11][C:8]1[N:6]2[N:7]=[C:2]([CH:23]=[CH2:24])[CH:3]=[CH:4][C:5]2=[N:10][CH:9]=1.